Dataset: Forward reaction prediction with 1.9M reactions from USPTO patents (1976-2016). Task: Predict the product of the given reaction. (1) Given the reactants [NH2:1][C:2]1[NH:6][N:5]=[CH:4][C:3]=1[C:7]#[N:8].[Cl:9][C:10]1[CH:15]=[CH:14][C:13]([C:16](=O)[CH2:17][C:18]([O:20]CC)=O)=[CH:12][C:11]=1[O:24][CH3:25].[CH3:26]C1C=CC(S(O)(=O)=O)=CC=1, predict the reaction product. The product is: [Cl:9][C:10]1[CH:15]=[CH:14][C:13]([C:16]2[NH:1][C:2]3[N:6]([N:5]=[CH:4][C:3]=3[C:7]#[N:8])[C:18](=[O:20])[CH:17]=2)=[CH:12][C:11]=1[O:24][CH2:25][CH3:26]. (2) Given the reactants Cl[CH2:2][CH2:3][N:4]1[C:9](=[O:10])[C:8]2[C:11]3[CH2:17][CH2:16][N:15]([CH3:18])[CH2:14][C:12]=3[S:13][C:7]=2[N:6]=[CH:5]1.[N:19]1([C:25]2[C:29]3[CH:30]=[C:31]([CH3:34])[CH:32]=[CH:33][C:28]=3[O:27][N:26]=2)[CH2:24][CH2:23][NH:22][CH2:21][CH2:20]1.C(N(C(C)C)CC)(C)C.[Br-].[Na+], predict the reaction product. The product is: [CH3:18][N:15]1[CH2:16][CH2:17][C:11]2[C:8]3[C:9](=[O:10])[N:4]([CH2:3][CH2:2][N:22]4[CH2:23][CH2:24][N:19]([C:25]5[C:29]6[CH:30]=[C:31]([CH3:34])[CH:32]=[CH:33][C:28]=6[O:27][N:26]=5)[CH2:20][CH2:21]4)[CH:5]=[N:6][C:7]=3[S:13][C:12]=2[CH2:14]1. (3) The product is: [CH3:1][C:2]1[CH:8]=[C:7]([N+:9]([O-:11])=[O:10])[CH:6]=[CH:5][C:3]=1[C:21]#[N:22]. Given the reactants [CH3:1][C:2]1[CH:8]=[C:7]([N+:9]([O-:11])=[O:10])[CH:6]=[CH:5][C:3]=1N.N([O-])=O.[Na+].C([O-])(O)=O.[Na+].[C:21]([Cu])#[N:22].[C-]#N.[K+], predict the reaction product. (4) Given the reactants [CH3:1][O:2][C:3]([N:5]1[CH2:10][C:9](=[O:11])[N:8]2[CH:12]([C:15](=O)[NH:16][CH2:17][C:18]([C:20]3[CH:25]=[CH:24][C:23]([Br:26])=[CH:22][CH:21]=3)=O)[CH2:13][CH2:14][CH:7]2[CH2:6]1)=[O:4].C([O-])(=O)C.[NH4+:32], predict the reaction product. The product is: [CH3:1][O:2][C:3]([N:5]1[CH2:10][C:9](=[O:11])[N:8]2[CH:12]([C:15]3[NH:32][C:18]([C:20]4[CH:25]=[CH:24][C:23]([Br:26])=[CH:22][CH:21]=4)=[CH:17][N:16]=3)[CH2:13][CH2:14][CH:7]2[CH2:6]1)=[O:4]. (5) Given the reactants [N:1]1[C:10]2[CH2:9][CH2:8][C:7]3([O:14]CCO3)[CH2:6][C:5]=2[CH:4]=[CH:3][CH:2]=1.[N+:15]([O-])([OH:17])=[O:16].S(=O)(=O)(O)[OH:20], predict the reaction product. The product is: [N+:15]([C:4]1[C:5]2[CH2:6][C:7](=[O:14])[CH2:8][CH2:9][C:10]=2[N+:1]([O-:20])=[CH:2][CH:3]=1)([O-:17])=[O:16]. (6) Given the reactants C[O:2][C:3]([C:5]1[CH:27]=[CH:26][C:8]([O:9][CH2:10][CH2:11][CH2:12][CH2:13][CH2:14][O:15][C:16]2[CH:21]=[CH:20][C:19]([C:22]([O:24]C)=[O:23])=[CH:18][CH:17]=2)=[CH:7][CH:6]=1)=[O:4].Cl, predict the reaction product. The product is: [OH:4][C:3]([C:5]1[CH:6]=[CH:7][C:8]([O:9][CH2:10][CH2:11][CH2:12][CH2:13][CH2:14][O:15][C:16]2[CH:17]=[CH:18][C:19]([C:22]([OH:24])=[O:23])=[CH:20][CH:21]=2)=[CH:26][CH:27]=1)=[O:2].